The task is: Predict the reaction yield, written as a fraction of the theoretical maximum amount of product (1.0 means a 100% yield; for example, 0.34 means a 34% yield).. This data is from Reaction yield outcomes from USPTO patents with 853,638 reactions. (1) The reactants are I[C:2]1[C:10]2[C:5](=[CH:6][C:7]([C@H:11]3[C@@:13]4([C:21]5[C:16](=[CH:17][CH:18]=[C:19]([O:22][CH3:23])[CH:20]=5)[NH:15][C:14]4=[O:24])[CH2:12]3)=[CH:8][CH:9]=2)[NH:4][N:3]=1.CC1(C)C(C)(C)OB([C:33]2[CH:38]=[CH:37][C:36]([CH:39]3[CH2:44][CH2:43][N:42]([C:45]([O:47][C:48]([CH3:51])([CH3:50])[CH3:49])=[O:46])[CH2:41][CH2:40]3)=[CH:35][CH:34]=2)O1. No catalyst specified. The product is [CH3:23][O:22][C:19]1[CH:20]=[C:21]2[C:16](=[CH:17][CH:18]=1)[NH:15][C:14](=[O:24])[C@:13]12[CH2:12][C@H:11]1[C:7]1[CH:6]=[C:5]2[C:10]([C:2]([C:33]3[CH:34]=[CH:35][C:36]([CH:39]4[CH2:40][CH2:41][N:42]([C:45]([O:47][C:48]([CH3:51])([CH3:50])[CH3:49])=[O:46])[CH2:43][CH2:44]4)=[CH:37][CH:38]=3)=[N:3][NH:4]2)=[CH:9][CH:8]=1. The yield is 0.800. (2) The reactants are [Si]([O:8][CH2:9][C:10]([NH:29]S(C(C)(C)C)=O)([C:12]1[S:13][C:14]2[CH:20]=[C:19]([CH2:21][CH2:22][CH2:23][CH2:24][CH2:25][CH2:26][CH2:27][CH3:28])[CH:18]=[CH:17][C:15]=2[N:16]=1)[CH3:11])(C(C)(C)C)(C)C.Cl. The catalyst is CO. The product is [NH2:29][C:10]([C:12]1[S:13][C:14]2[CH:20]=[C:19]([CH2:21][CH2:22][CH2:23][CH2:24][CH2:25][CH2:26][CH2:27][CH3:28])[CH:18]=[CH:17][C:15]=2[N:16]=1)([CH3:11])[CH2:9][OH:8]. The yield is 0.260. (3) The reactants are [NH2:1][C:2]1[C:3]2[N:4]([C:8]([C@@H:27]3[CH2:32][CH2:31][CH2:30][CH2:29][NH:28]3)=[N:9][C:10]=2[C:11]2[CH:26]=[CH:25][C:14]([C:15]([NH:17][C:18]3[N:23]=[C:22]([CH3:24])[CH:21]=[CH:20][N:19]=3)=[O:16])=[CH:13][CH:12]=2)[CH:5]=[CH:6][N:7]=1.[C:33](Cl)(=[O:36])[CH:34]=[CH2:35]. No catalyst specified. The product is [C:33]([N:28]1[CH2:29][CH2:30][CH2:31][CH2:32][C@H:27]1[C:8]1[N:4]2[CH:5]=[CH:6][N:7]=[C:2]([NH2:1])[C:3]2=[C:10]([C:11]2[CH:26]=[CH:25][C:14]([C:15]([NH:17][C:18]3[N:23]=[C:22]([CH3:24])[CH:21]=[CH:20][N:19]=3)=[O:16])=[CH:13][CH:12]=2)[N:9]=1)(=[O:36])[CH:34]=[CH2:35]. The yield is 0.274. (4) The reactants are [N+:1]([C:4]1[CH:16]=[CH:15][C:7]([CH:8]=[CH:9][C:10]([O:12][CH2:13][CH3:14])=[O:11])=[C:6](OCC)[CH:5]=1)([O-])=O.[C:20](OCC)(=[O:22])[CH3:21]. The catalyst is [Pd].[H][H]. The product is [CH2:20]([O:22][CH:9]([CH2:8][C:7]1[CH:6]=[CH:5][C:4]([NH2:1])=[CH:16][CH:15]=1)[C:10]([O:12][CH2:13][CH3:14])=[O:11])[CH3:21]. The yield is 0.600. (5) The reactants are C([O:8][CH2:9][CH2:10][CH2:11][CH2:12][CH2:13][CH2:14][O:15][CH2:16][C:17]([C:20]1[CH:21]=[C:22]([N:26]2[C:30](=[O:31])[CH2:29][NH:28][C:27]2=[O:32])[CH:23]=[CH:24][CH:25]=1)([F:19])[F:18])C1C=CC=CC=1. The catalyst is C(O)C.[Pd]. The product is [F:19][C:17]([C:20]1[CH:21]=[C:22]([N:26]2[C:30](=[O:31])[CH2:29][NH:28][C:27]2=[O:32])[CH:23]=[CH:24][CH:25]=1)([F:18])[CH2:16][O:15][CH2:14][CH2:13][CH2:12][CH2:11][CH2:10][CH2:9][OH:8]. The yield is 0.960. (6) The reactants are Br[CH2:2][C:3]1[NH:8][C:7]([C:9]2[S:10][CH:11]=[CH:12][N:13]=2)=[N:6][C@@H:5]([C:14]2[CH:19]=[CH:18][C:17]([F:20])=[CH:16][C:15]=2[Cl:21])[C:4]=1[C:22]([O:24][CH2:25][CH3:26])=[O:23].[NH:27]1[CH2:32][CH2:31][S:30](=[O:34])(=[O:33])[CH2:29][C@H:28]1[C:35]([OH:37])=[O:36].C([O-])([O-])=O.[K+].[K+]. The catalyst is C(O)C. The product is [Cl:21][C:15]1[CH:16]=[C:17]([F:20])[CH:18]=[CH:19][C:14]=1[C@@H:5]1[N:6]=[C:7]([C:9]2[S:10][CH:11]=[CH:12][N:13]=2)[NH:8][C:3]([CH2:2][N:27]2[CH2:32][CH2:31][S:30](=[O:33])(=[O:34])[CH2:29][C@H:28]2[C:35]([OH:37])=[O:36])=[C:4]1[C:22]([O:24][CH2:25][CH3:26])=[O:23]. The yield is 0.120. (7) The reactants are [CH3:1][N:2]1[CH2:6][CH2:5][NH:4][C:3]1=[O:7].C(=O)([O-])[O-].[K+].[K+].Br[CH2:15]/[CH:16]=[C:17](/[C:28]1[N:33]=[C:32]([O:34][CH3:35])[C:31]([Cl:36])=[CH:30][CH:29]=1)\[C:18]1[CH:23]=[CH:22][C:21]([C:24]([CH3:27])([CH3:26])[CH3:25])=[CH:20][CH:19]=1.O. The catalyst is C(#N)C. The product is [C:24]([C:21]1[CH:22]=[CH:23][C:18](/[C:17](/[C:28]2[CH:29]=[CH:30][C:31]([Cl:36])=[C:32]([O:34][CH3:35])[N:33]=2)=[CH:16]\[CH2:15][N:4]2[CH2:5][CH2:6][N:2]([CH3:1])[C:3]2=[O:7])=[CH:19][CH:20]=1)([CH3:27])([CH3:26])[CH3:25]. The yield is 0.100.